This data is from Reaction yield outcomes from USPTO patents with 853,638 reactions. The task is: Predict the reaction yield, written as a fraction of the theoretical maximum amount of product (1.0 means a 100% yield; for example, 0.34 means a 34% yield). (1) The reactants are Br[CH:2]1[CH2:8][CH2:7][CH2:6][C:5]2[CH:9]=[C:10]([N:13]3[CH2:17][C@H:16]([CH2:18][NH:19][C:20](=[O:22])[CH3:21])[O:15][C:14]3=[O:23])[CH:11]=[CH:12][C:4]=2[C:3]1=O.[OH:25][C:26]1[CH:31]=[CH:30][C:29]([CH2:32][CH2:33][NH:34][C:35](=S)[NH:36][NH2:37])=[CH:28][CH:27]=1. No catalyst specified. The product is [OH:25][C:26]1[CH:31]=[CH:30][C:29]([CH2:32][CH2:33][NH:34][C:35]2[C:2]3[CH2:8][CH2:7][CH2:6][C:5]4[CH:9]=[C:10]([N:13]5[CH2:17][C@H:16]([CH2:18][NH:19][C:20](=[O:22])[CH3:21])[O:15][C:14]5=[O:23])[CH:11]=[CH:12][C:4]=4[C:3]=3[NH:37][N:36]=2)=[CH:28][CH:27]=1. The yield is 0.250. (2) The reactants are C(N(C(C)C)C(C)C)C.[C:10]1([C:16](=[N:23][CH2:24][C:25]2([C:31]([NH:33][C:34]3[CH:39]=[CH:38][C:37]([CH3:40])=[CH:36][N:35]=3)=[O:32])[CH2:30][CH2:29][NH:28][CH2:27][CH2:26]2)[C:17]2[CH:22]=[CH:21][CH:20]=[CH:19][CH:18]=2)[CH:15]=[CH:14][CH:13]=[CH:12][CH:11]=1.Cl[C:42]1[C:43]2[CH:50]=[CH:49][NH:48][C:44]=2[N:45]=[CH:46][N:47]=1. The catalyst is C(O)CCC.CCOC(C)=O. The product is [C:17]1([C:16](=[N:23][CH2:24][C:25]2([C:31]([NH:33][C:34]3[CH:39]=[CH:38][C:37]([CH3:40])=[CH:36][N:35]=3)=[O:32])[CH2:30][CH2:29][N:28]([C:42]3[C:43]4[CH:50]=[CH:49][NH:48][C:44]=4[N:45]=[CH:46][N:47]=3)[CH2:27][CH2:26]2)[C:10]2[CH:15]=[CH:14][CH:13]=[CH:12][CH:11]=2)[CH:18]=[CH:19][CH:20]=[CH:21][CH:22]=1. The yield is 0.744. (3) The reactants are [CH3:1][C:2]1[CH:7]=[CH:6][CH:5]=[C:4]([CH3:8])[C:3]=1[O:9][CH2:10][C:11]1[C:15]([CH2:16][O:17][C:18]2[CH:23]=[CH:22][C:21]([C:24]3[CH:25]=[C:26]4[C:31](=[CH:32][CH:33]=3)[N:30]=[C:29]([C:34]([O:36]C)=[O:35])[CH:28]=[CH:27]4)=[CH:20][CH:19]=2)=[C:14]([CH:38]([CH3:40])[CH3:39])[O:13][N:12]=1.O1CCCC1.[OH-].[Na+].Cl. The catalyst is CO. The product is [CH3:1][C:2]1[CH:7]=[CH:6][CH:5]=[C:4]([CH3:8])[C:3]=1[O:9][CH2:10][C:11]1[C:15]([CH2:16][O:17][C:18]2[CH:19]=[CH:20][C:21]([C:24]3[CH:25]=[C:26]4[C:31](=[CH:32][CH:33]=3)[N:30]=[C:29]([C:34]([OH:36])=[O:35])[CH:28]=[CH:27]4)=[CH:22][CH:23]=2)=[C:14]([CH:38]([CH3:40])[CH3:39])[O:13][N:12]=1. The yield is 0.620. (4) The reactants are [CH3:1][C@@H:2]1[CH2:7][CH2:6][C@H:5]([NH:8][C:9]2[CH:10]=[C:11]3[C:16](=[CH:17][CH:18]=2)[CH:15]=[C:14]([C:19](OC)=[O:20])[CH:13]=[CH:12]3)[CH2:4][CH2:3]1.[H-].[H-].[H-].[H-].[Li+].[Al+3]. The catalyst is C1COCC1. The product is [CH3:1][C@@H:2]1[CH2:3][CH2:4][C@H:5]([NH:8][C:9]2[CH:10]=[C:11]3[C:16](=[CH:17][CH:18]=2)[CH:15]=[C:14]([CH2:19][OH:20])[CH:13]=[CH:12]3)[CH2:6][CH2:7]1. The yield is 0.800. (5) The reactants are [CH3:1][O:2][C:3]([NH:5][C@H:6]([C:10]([N:12]1[C@@H:16]([CH3:17])[CH2:15][CH2:14][C@H:13]1[C:18]1[NH:22][C:21]2[C:23]3[C:28]([CH:29]=[CH:30][C:20]=2[N:19]=1)=[CH:27][C:26]1[C:31]2[C:36]([CH2:37][O:38][C:25]=1[CH:24]=3)=[CH:35][C:34]([C:39]1[NH:43][C:42]([C@@H:44]3[CH2:48][C@H:47]([CH2:49][O:50][CH3:51])[CH2:46][N:45]3[C:52]([O:54]C(C)(C)C)=O)=[N:41][CH:40]=1)=[CH:33][CH:32]=2)=[O:11])[CH:7]([CH3:9])[CH3:8])=[O:4].[CH3:59][O:60][C:61]([NH:63][C@H:64]([C:68]1[CH:73]=[CH:72][CH:71]=[CH:70][CH:69]=1)C(O)=O)=[O:62].CCOC(C(C#N)=NOC(N1CCOCC1)=[N+](C)C)=O.F[P-](F)(F)(F)(F)F.C(N(C(C)C)CC)(C)C. The catalyst is Cl.CCO. The product is [CH3:59][O:60][C:61]([NH:63][C@H:64]([C:68]1[CH:73]=[CH:72][CH:71]=[CH:70][CH:69]=1)[C:52]([N:45]1[CH2:46][C@@H:47]([CH2:49][O:50][CH3:51])[CH2:48][C@H:44]1[C:42]1[NH:43][C:39]([C:34]2[CH:35]=[C:36]3[CH2:37][O:38][C:25]4[CH:24]=[C:23]5[C:28]([CH:29]=[CH:30][C:20]6[N:19]=[C:18]([C@@H:13]7[CH2:14][CH2:15][C@H:16]([CH3:17])[N:12]7[C:10](=[O:11])[C@@H:6]([NH:5][C:3](=[O:4])[O:2][CH3:1])[CH:7]([CH3:9])[CH3:8])[NH:22][C:21]=65)=[CH:27][C:26]=4[C:31]3=[CH:32][CH:33]=2)=[CH:40][N:41]=1)=[O:54])=[O:62]. The yield is 0.390. (6) The reactants are [F:1][C:2]1[CH:28]=[CH:27][C:5]([CH2:6][NH:7][C:8](=O)[C:9]2[C:10](=[CH:22][CH:23]=[CH:24][CH:25]=2)[C:11]([NH:13][CH2:14][C:15]2[CH:20]=[CH:19][C:18]([F:21])=[CH:17][CH:16]=2)=O)=[CH:4][CH:3]=1.C1COCC1. The catalyst is CO. The product is [C:9]1([CH2:8][NH:7][CH2:6][C:5]2[CH:27]=[CH:28][C:2]([F:1])=[CH:3][CH:4]=2)[CH:25]=[CH:24][CH:23]=[CH:22][C:10]=1[CH2:11][NH:13][CH2:14][C:15]1[CH:20]=[CH:19][C:18]([F:21])=[CH:17][CH:16]=1. The yield is 0.850. (7) The reactants are [N:1]1([C:5]([C:7]2[CH:8]=[C:9]([C:14]3[CH:19]=[CH:18][N:17]=[C:16]([NH:20][C:21]4[CH:26]=[CH:25][N:24]=[C:23]([CH3:27])[N:22]=4)[CH:15]=3)[CH:10]=[N:11][C:12]=2[CH3:13])=O)[CH2:4][CH2:3][CH2:2]1.P12(SP3(SP(SP(S3)(S1)=S)(=S)S2)=S)=[S:29].C([O-])(O)=O.[Na+]. The catalyst is N1C=CC=CC=1.O. The product is [N:1]1([C:5]([C:7]2[CH:8]=[C:9]([C:14]3[CH:19]=[CH:18][N:17]=[C:16]([NH:20][C:21]4[CH:26]=[CH:25][N:24]=[C:23]([CH3:27])[N:22]=4)[CH:15]=3)[CH:10]=[N:11][C:12]=2[CH3:13])=[S:29])[CH2:4][CH2:3][CH2:2]1. The yield is 0.830. (8) The reactants are [CH3:1][C:2]1[C:3]([O:8][C:9]2[CH:10]=[C:11]([CH:21]=[CH:22][CH:23]=2)[CH2:12]P(=O)(OCC)OCC)=[N:4][CH:5]=[CH:6][CH:7]=1.[H-].[Na+].[C:26]([O:30][C:31]([N:33]1[CH2:38][CH2:37][C:36](=O)[CH2:35][CH2:34]1)=[O:32])([CH3:29])([CH3:28])[CH3:27].O. The catalyst is C1COCC1.O1CCOCCOCCOCCOCC1. The product is [CH3:1][C:2]1[C:3]([O:8][C:9]2[CH:10]=[C:11]([CH:21]=[CH:22][CH:23]=2)[CH:12]=[C:36]2[CH2:37][CH2:38][N:33]([C:31]([O:30][C:26]([CH3:29])([CH3:28])[CH3:27])=[O:32])[CH2:34][CH2:35]2)=[N:4][CH:5]=[CH:6][CH:7]=1. The yield is 0.800.